Dataset: Forward reaction prediction with 1.9M reactions from USPTO patents (1976-2016). Task: Predict the product of the given reaction. (1) Given the reactants [CH2:1]([NH:3][C:4]([C:6]1[CH:7]=[C:8]2[C:12](=[CH:13][CH:14]=1)[N:11](C1CCCCO1)[N:10]=[C:9]2[C:21]1[CH:30]=[CH:29][C:28]2[C:23](=[CH:24][CH:25]=[C:26]([O:31][CH3:32])[CH:27]=2)[CH:22]=1)=[O:5])[CH3:2], predict the reaction product. The product is: [CH2:1]([NH:3][C:4]([C:6]1[CH:7]=[C:8]2[C:12](=[CH:13][CH:14]=1)[NH:11][N:10]=[C:9]2[C:21]1[CH:30]=[CH:29][C:28]2[C:23](=[CH:24][CH:25]=[C:26]([O:31][CH3:32])[CH:27]=2)[CH:22]=1)=[O:5])[CH3:2]. (2) The product is: [C:36]([O:40][C:34](=[O:19])[NH:31][C:6]1[CH:10]=[C:2]([Br:1])[CH:3]=[CH:4][C:5]=1[Cl:11])([CH3:39])([CH3:38])[CH3:37]. Given the reactants [Br:1][C:2]1[CH:3]=[CH:4][C:5]([Cl:11])=[C:6]([CH:10]=1)C(O)=O.C1(P(N=[N+]=[N-])(C2C=CC=CC=2)=[O:19])C=CC=CC=1.CC[N:31]([CH2:34]C)CC.[C:36]([OH:40])([CH3:39])([CH3:38])[CH3:37], predict the reaction product. (3) Given the reactants [F:1][C:2]1[CH:7]=[CH:6][CH:5]=[CH:4][C:3]=1[CH2:8][O:9][C:10]1[CH:15]=[CH:14][C:13]([C@H:16]2[CH2:20][CH2:19][C@@H:18]([C:21]([NH:23][CH3:24])=[O:22])[N:17]2C(OC(C)(C)C)=O)=[CH:12][CH:11]=1.C([Cl:35])(C)=O, predict the reaction product. The product is: [ClH:35].[F:1][C:2]1[CH:7]=[CH:6][CH:5]=[CH:4][C:3]=1[CH2:8][O:9][C:10]1[CH:15]=[CH:14][C:13]([C@@H:16]2[NH:17][C@H:18]([C:21]([NH:23][CH3:24])=[O:22])[CH2:19][CH2:20]2)=[CH:12][CH:11]=1.